This data is from Experimentally validated miRNA-target interactions with 360,000+ pairs, plus equal number of negative samples. The task is: Binary Classification. Given a miRNA mature sequence and a target amino acid sequence, predict their likelihood of interaction. (1) The miRNA is hsa-miR-6787-3p with sequence UCUCAGCUGCUGCCCUCUCCAG. The protein sequence of the target gene is MAQHHLWILLLCLQTWPEAAGKDSEIFTVNGILGESVTFPVNIQEPRQVKIIAWTSKTSVAYVTPGDSETAPVVTVTHRNYYERIHALGPNYNLVISDLRMEDAGDYKADINTQADPYTTTKRYNLQIYRRLGKPKITQSLMASVNSTCNVTLTCSVEKEEKNVTYNWSPLGEEGNVLQIFQTPEDQELTYTCTAQNPVSNNSDSISARQLCADIAMGFRTHHTGLLSVLAMFFLLVLILSSVFLFRLFKRRQGRIFPEGSCLNTFTKNPYAASKKTIYTYIMASRNTQPAESRIYDEIL.... Result: 1 (interaction). (2) The miRNA is hsa-miR-623 with sequence AUCCCUUGCAGGGGCUGUUGGGU. The protein sequence of the target gene is MGEFKVHRVRFFNYVPSGIRCVAYNNQSNRLAVSRTDGTVEIYNLSANYFQEKFFPGHESRATEALCWAEGQRLFSAGLNGEIMEYDLQALNIKYAMDAFGGPIWSMAASPSGSQLLVGCEDGSVKLFQITPDKIQFERNFDRQKSRILSLSWHPSGTHIAAGSIDYISVFDVKSGSAVHKMIVDRQYMGVSKRKCIVWGVAFLSDGTIISVDSAGKVQFWDSATGTLVKSHLIANADVQSIAVADQEDSFVVGTAEGTVFHFQLVPVTSNSSEKQWVRTKPFQHHTHDVRTVAHSPTAL.... Result: 1 (interaction). (3) The miRNA is hsa-miR-6801-3p with sequence ACCCCUGCCACUCACUGGCC. Result: 0 (no interaction). The protein sequence of the target gene is MEGSPIPVLTVPTAPYEDQRPAGGGGLRRPTGLFEGQRNYLPNFIQSVLSSIDLRDRQGCTMVVGSDGRYFSRTAIEIVVQMAAANGIGRLIIGQNGILSTPAVSCIIRKIKAAGGIILTASHCPGGPGGEFGVKFNVANGGPAPDVVSDKIYQISKTIEEYAICPDLRIDLSRLGRQEFDLENKFKPFRVEIVDPVDIYLNLLRTIFDFHAIKGLLTGPSQLKIRIDAMHGVMGPYVRKVLCDELGAPANSAINCVPLEDFGGQHPDPNLTYATTLLEAMKGGEYGFGAAFDADGDRYM.... (4) The miRNA is hsa-miR-6779-5p with sequence CUGGGAGGGGCUGGGUUUGGC. The protein sequence of the target gene is MDHEAAQLEKQHVHNVYESTAPYFSDLQSKAWPRVRQFLQEQKPGSLIADIGCGTGKYLKVNSQVHTVGCDYCGPLVEIARNRGCEAMVCDNLNLPFRDEGFDAIISIGVIHHFSTKQRRIRAIKEMARVLVPGGQLMIYVWAMEQKNRHFEKQDVLVPWNRALCSQLFSESSQSGRKRQCGYPERGHPYHPPCSECSCSVCFKEQCGSKRSHSVGYEPAMARTCFANISKEGEEEYGFYSTLGKSFRSWFFSRSLDESTLRKQIERVRPLKNTEVWASSTVTVQPSRHSSLDFDHQEPF.... Result: 1 (interaction). (5) The miRNA is hsa-miR-29a-3p with sequence UAGCACCAUCUGAAAUCGGUUA. The protein sequence of the target gene is MDPTALVEAIVEEVACPICMTFLREPMSIDCGHSFCHSCLSGLWEIPGESQNWGYTCPLCRAPVQPRNLRPNWQLANVVEKVRLLRLHPGMGLKGDLCERHGEKLKMFCKEDVLIMCEACSQSPEHEAHSVVPMEDVAWEYKWELHEALEHLKKEQEEAWKLEVGERKRTATWKIQVETRKQSIVWEFEKYQRLLEKKQPPHRQLGAEVAAALASLQREAAETMQKLELNHSELIQQSQVLWRMIAELKERSQRPVRWMLQDIQEVLNRSKSWSLQQPEPISLELKTDCRVLGLREILKT.... Result: 1 (interaction). (6) The miRNA is hsa-miR-3127-3p with sequence UCCCCUUCUGCAGGCCUGCUGG. The protein sequence of the target gene is MAELRPSVAPGPAAPPASGPSAPPAFASLFPPGLHAIYGECRRLYPDQPNPLQVTAIVKYWLGGPDPLDYVSMYRNMGSPSANIPEHWHYISFGLSDLYGDNRVHEFTGTDGPSGFGFELTFRLKRETGESAPPTWPAELMQGLARYVFQSENTFCSGDHVSWHSPLDNSESRIQHMLLTEDPQMQPVRTPFGVVTFLQIVGVCTEELHSAQQWNGQGILELLRTVPIAGGPWLITDMRRGETIFEIDPHLQERVDKGIETDGSNLSGVSAKCAWDDLSRPPEDEEDSRSICLGTQPRRL.... Result: 0 (no interaction).